From a dataset of Reaction yield outcomes from USPTO patents with 853,638 reactions. Predict the reaction yield, written as a fraction of the theoretical maximum amount of product (1.0 means a 100% yield; for example, 0.34 means a 34% yield). The reactants are [C:1]([O:5][C:6]([NH:8][C:9]1[CH:14]=[CH:13][N:12]([CH2:15][CH2:16][CH:17]([F:27])[CH2:18][N:19]2[CH:23]=[C:22]([C:24](O)=[O:25])[N:21]=[N:20]2)[C:11](=[O:28])[N:10]=1)=[O:7])([CH3:4])([CH3:3])[CH3:2].[F:29][C:30]([F:41])([F:40])[O:31][C:32]1[CH:33]=[C:34]([CH2:38][NH2:39])[CH:35]=[CH:36][CH:37]=1.CN(C(ON1N=NC2C=CC=NC1=2)=[N+](C)C)C.F[P-](F)(F)(F)(F)F.CCN(C(C)C)C(C)C. The catalyst is CN(C=O)C.O. The product is [F:27][CH:17]([CH2:18][N:19]1[CH:23]=[C:22]([C:24](=[O:25])[NH:39][CH2:38][C:34]2[CH:35]=[CH:36][CH:37]=[C:32]([O:31][C:30]([F:29])([F:40])[F:41])[CH:33]=2)[N:21]=[N:20]1)[CH2:16][CH2:15][N:12]1[CH:13]=[CH:14][C:9]([NH:8][C:6](=[O:7])[O:5][C:1]([CH3:3])([CH3:2])[CH3:4])=[N:10][C:11]1=[O:28]. The yield is 0.900.